The task is: Predict which catalyst facilitates the given reaction.. This data is from Catalyst prediction with 721,799 reactions and 888 catalyst types from USPTO. (1) Reactant: [F:1][C:2]1[CH:7]=[CH:6][C:5]([CH2:8][C:9]([OH:11])=O)=[CH:4][CH:3]=1.C(Cl)(=O)C([Cl:15])=O. Product: [F:1][C:2]1[CH:7]=[CH:6][C:5]([CH2:8][C:9]([Cl:15])=[O:11])=[CH:4][CH:3]=1. The catalyst class is: 139. (2) Reactant: [Cl:1][C:2]1[CH:7]=[CH:6][CH:5]=[CH:4][C:3]=1[N:8]([CH3:39])[C:9]([C:11]1[S:38][C:14]2[C:15]3[CH:23]=[CH:22][C:21]([N:24]=C(C4C=CC=CC=4)C4C=CC=CC=4)=[CH:20][C:16]=3[O:17][CH2:18][CH2:19][C:13]=2[CH:12]=1)=[O:10].CC(Cl)=O. Product: [NH2:24][C:21]1[CH:22]=[CH:23][C:15]2[C:14]3[S:38][C:11]([C:9]([N:8]([C:3]4[CH:4]=[CH:5][CH:6]=[CH:7][C:2]=4[Cl:1])[CH3:39])=[O:10])=[CH:12][C:13]=3[CH2:19][CH2:18][O:17][C:16]=2[CH:20]=1. The catalyst class is: 5.